Dataset: Full USPTO retrosynthesis dataset with 1.9M reactions from patents (1976-2016). Task: Predict the reactants needed to synthesize the given product. (1) Given the product [CH2:1]([O:3][C:4]1[CH:5]=[C:6]([F:39])[C:7]([CH2:8][N:9]2[C:17]3[C:12](=[CH:13][CH:14]=[CH:15][CH:16]=3)[C:11]([C:18]3[N:23]=[C:22]([NH:24][C:25]4[CH:26]=[CH:27][N:28]=[CH:29][CH:30]=4)[C:21]([O:31][CH2:32][CH2:33][S:34]([CH3:35])=[O:48])=[CH:20][N:19]=3)=[N:10]2)=[C:36]([F:38])[CH:37]=1)[CH3:2], predict the reactants needed to synthesize it. The reactants are: [CH2:1]([O:3][C:4]1[CH:37]=[C:36]([F:38])[C:7]([CH2:8][N:9]2[C:17]3[C:12](=[CH:13][CH:14]=[CH:15][CH:16]=3)[C:11]([C:18]3[N:23]=[C:22]([NH:24][C:25]4[CH:30]=[CH:29][N:28]=[CH:27][CH:26]=4)[C:21]([O:31][CH2:32][CH2:33][S:34][CH3:35])=[CH:20][N:19]=3)=[N:10]2)=[C:6]([F:39])[CH:5]=1)[CH3:2].ClC1C=CC=CC=1C(OO)=[O:48].ClCCl.S([O-])([O-])(=O)=S.[Na+].[Na+]. (2) Given the product [Br:12][C:11]1[C:6]([NH:5][CH2:4][CH2:3][CH2:2][NH:1][C:34]([NH:30][CH2:29][CH3:28])=[S:39])=[N:7][C:8]([NH:13][C:14]2[CH:15]=[C:16]([NH:20][C:21]([N:23]3[CH2:27][CH2:26][CH2:25][CH2:24]3)=[O:22])[CH:17]=[CH:18][CH:19]=2)=[N:9][CH:10]=1, predict the reactants needed to synthesize it. The reactants are: [NH2:1][CH2:2][CH2:3][CH2:4][NH:5][C:6]1[C:11]([Br:12])=[CH:10][N:9]=[C:8]([NH:13][C:14]2[CH:15]=[C:16]([NH:20][C:21]([N:23]3[CH2:27][CH2:26][CH2:25][CH2:24]3)=[O:22])[CH:17]=[CH:18][CH:19]=2)[N:7]=1.[CH3:28][CH2:29][N:30]([CH:34](C)C)C(C)C.C([S:39]N=C=O)C. (3) Given the product [F:1][C:2]1[C:3]2[CH:4]=[C:5]3[C:11]4=[CH:12][C:13]([C:18]5[C:19]([N:38]([CH3:43])[S:39]([CH3:42])(=[O:41])=[O:40])=[CH:20][C:21]6[O:25][C:24]([C:26]7[CH:31]=[CH:30][C:29]([F:32])=[CH:28][CH:27]=7)=[C:23]([C:33]([NH:35][CH3:36])=[O:34])[C:22]=6[CH:37]=5)=[N:14][C:15](=[O:17])[N:16]4[CH2:52][CH2:51][N:6]3[C:7]=2[CH:8]=[CH:9][CH:10]=1, predict the reactants needed to synthesize it. The reactants are: [F:1][C:2]1[CH:10]=[CH:9][CH:8]=[C:7]2[C:3]=1[CH:4]=[C:5]([C:11]1[NH:16][C:15](=[O:17])[N:14]=[C:13]([C:18]3[C:19]([N:38]([CH3:43])[S:39]([CH3:42])(=[O:41])=[O:40])=[CH:20][C:21]4[O:25][C:24]([C:26]5[CH:31]=[CH:30][C:29]([F:32])=[CH:28][CH:27]=5)=[C:23]([C:33]([NH:35][CH3:36])=[O:34])[C:22]=4[CH:37]=3)[CH:12]=1)[NH:6]2.C([O-])([O-])=O.[Cs+].[Cs+].Br[CH:51](Br)[CH3:52].